From a dataset of Peptide-MHC class II binding affinity with 134,281 pairs from IEDB. Regression. Given a peptide amino acid sequence and an MHC pseudo amino acid sequence, predict their binding affinity value. This is MHC class II binding data. (1) The peptide sequence is HRPASVIKVLVAMAS. The MHC is HLA-DPA10301-DPB10402 with pseudo-sequence HLA-DPA10301-DPB10402. The binding affinity (normalized) is 0.301. (2) The peptide sequence is KTLNDETKKQVNLMG. The MHC is DRB1_0802 with pseudo-sequence DRB1_0802. The binding affinity (normalized) is 0.0918. (3) The peptide sequence is LFTIAMWLLLLSICL. The MHC is DRB1_0101 with pseudo-sequence DRB1_0101. The binding affinity (normalized) is 0.333. (4) The peptide sequence is MNVSIPHSFTMTLK. The MHC is DRB1_1201 with pseudo-sequence DRB1_1201. The binding affinity (normalized) is 0.138.